This data is from Forward reaction prediction with 1.9M reactions from USPTO patents (1976-2016). The task is: Predict the product of the given reaction. (1) Given the reactants Br[CH2:2][C:3]1[CH:12]=[CH:11][C:6]([C:7]([O:9][CH3:10])=[O:8])=[CH:5][CH:4]=1.C(=O)([O-])[O-].[K+].[K+].[Cl:19][C:20]1[CH:21]=[C:22]([OH:31])[CH:23]=[N:24][C:25]=1[O:26][CH2:27][CH:28]([CH3:30])[CH3:29], predict the reaction product. The product is: [Cl:19][C:20]1[CH:21]=[C:22]([O:31][CH2:2][C:3]2[CH:12]=[CH:11][C:6]([C:7]([O:9][CH3:10])=[O:8])=[CH:5][CH:4]=2)[CH:23]=[N:24][C:25]=1[O:26][CH2:27][CH:28]([CH3:29])[CH3:30]. (2) Given the reactants [ClH:1].[F:2][C:3]1[CH:8]=[CH:7][C:6]([CH:9]([C:22]([N:24]2[CH2:29][CH2:28][N:27]([C:30]3[C:31]4[C@H:38]([CH3:39])[S:37][CH2:36][C:32]=4[N:33]=[CH:34][N:35]=3)[CH2:26][CH2:25]2)=[O:23])[CH2:10][N:11]([CH:19]([CH3:21])[CH3:20])C(=O)OC(C)(C)C)=[CH:5][CH:4]=1, predict the reaction product. The product is: [ClH:1].[ClH:1].[F:2][C:3]1[CH:8]=[CH:7][C:6]([CH:9]([CH2:10][NH:11][CH:19]([CH3:21])[CH3:20])[C:22]([N:24]2[CH2:29][CH2:28][N:27]([C:30]3[C:31]4[C@H:38]([CH3:39])[S:37][CH2:36][C:32]=4[N:33]=[CH:34][N:35]=3)[CH2:26][CH2:25]2)=[O:23])=[CH:5][CH:4]=1. (3) Given the reactants C(OC([N:8]1[CH2:13][CH2:12][N:11]([C:14]([C:16]2[C:24]3[C:19](=[CH:20][N:21]=[CH:22][CH:23]=3)[N:18]([C:25]3[CH:30]=[CH:29][CH:28]=[CH:27][CH:26]=3)[C:17]=2[O:31][C:32]2[C:37]([CH3:38])=[CH:36][CH:35]=[C:34]([F:39])[C:33]=2[CH3:40])=[O:15])[CH2:10][CH2:9]1)=O)(C)(C)C.Cl.Cl.Cl.FC1C(C)=C(C(C)=CC=1)OC1N(C2C=CC=CC=2)C2=CN=CC=C2C=1C(N1CCNCC1)=O, predict the reaction product. The product is: [F:39][C:34]1[C:33]([CH3:40])=[C:32]([C:37]([CH3:38])=[CH:36][CH:35]=1)[O:31][C:17]1[N:18]([C:25]2[CH:26]=[CH:27][CH:28]=[CH:29][CH:30]=2)[C:19]2=[CH:20][N:21]=[CH:22][CH:23]=[C:24]2[C:16]=1[C:14]([N:11]1[CH2:10][CH2:9][NH:8][CH2:13][CH2:12]1)=[O:15]. (4) The product is: [OH:26][C:21]1[CH:20]=[CH:19][C:18]([CH:16]2[C:8]([C:9]3[CH:14]=[CH:13][CH:12]=[CH:11][CH:10]=3)=[C:7]([C:1]3[CH:6]=[CH:5][CH:4]=[CH:3][CH:2]=3)[NH:30][C:28](=[O:29])[NH:27]2)=[CH:25][C:22]=1[C:23]#[N:24]. Given the reactants [C:1]1([C:7](=O)[CH2:8][C:9]2[CH:14]=[CH:13][CH:12]=[CH:11][CH:10]=2)[CH:6]=[CH:5][CH:4]=[CH:3][CH:2]=1.[CH:16]([C:18]1[CH:19]=[CH:20][C:21]([OH:26])=[C:22]([CH:25]=1)[C:23]#[N:24])=O.[NH2:27][C:28]([NH2:30])=[O:29].Cl, predict the reaction product. (5) Given the reactants C([C:3]1[C:8]([C:9]([NH2:11])=[O:10])=[C:7](CC)[C:6]([OH:14])=[CH:5][C:4]=1[OH:15])C.[H-].[Na+].[N+:18]([C:21]1[CH:26]=[C:25]([S:27]([C:30]([F:33])([F:32])[F:31])(=[O:29])=[O:28])[CH:24]=[CH:23][C:22]=1Cl)([O-:20])=[O:19], predict the reaction product. The product is: [N+:18]([C:21]1[CH:26]=[C:25]([S:27]([C:30]([F:33])([F:32])[F:31])(=[O:29])=[O:28])[CH:24]=[CH:23][C:22]=1[O:14][C:6]1[CH:7]=[C:8]([CH:3]=[C:4]([O:15][C:22]2[CH:23]=[CH:24][C:25]([S:27]([C:30]([F:32])([F:33])[F:31])(=[O:29])=[O:28])=[CH:26][C:21]=2[N+:18]([O-:20])=[O:19])[CH:5]=1)[C:9]([NH2:11])=[O:10])([O-:20])=[O:19]. (6) Given the reactants [N:1]1([CH2:7][C:8]2[N:16]=[C:15]3[N:10]([C:11](O)=[N:12][C:13]([C:17]4[CH:22]=[CH:21][C:20]([C:23]([F:26])([F:25])[F:24])=[CH:19][CH:18]=4)=[CH:14]3)[N:9]=2)[CH2:6][CH2:5][O:4][CH2:3][CH2:2]1.C(=O)(O)[O-].[Na+].P(Cl)(Cl)([Cl:35])=O, predict the reaction product. The product is: [Cl:35][C:11]1[N:10]2[N:9]=[C:8]([CH2:7][N:1]3[CH2:6][CH2:5][O:4][CH2:3][CH2:2]3)[N:16]=[C:15]2[CH:14]=[C:13]([C:17]2[CH:22]=[CH:21][C:20]([C:23]([F:26])([F:25])[F:24])=[CH:19][CH:18]=2)[N:12]=1. (7) Given the reactants [Cl:1][C:2]1[CH:26]=[CH:25][CH:24]=[C:23]([N+:27]([O-])=O)[C:3]=1[C:4]([N:6]([C:10](=O)[C@H:11]([NH:14][C:15](=[O:21])[O:16][C:17]([CH3:20])([CH3:19])[CH3:18])[CH2:12][CH3:13])[CH:7]1[CH2:9][CH2:8]1)=[O:5].C([O-])(O)=O.[Na+], predict the reaction product. The product is: [Cl:1][C:2]1[CH:26]=[CH:25][CH:24]=[C:23]2[C:3]=1[C:4](=[O:5])[N:6]([CH:7]1[CH2:9][CH2:8]1)[C:10]([C@H:11]([NH:14][C:15](=[O:21])[O:16][C:17]([CH3:20])([CH3:19])[CH3:18])[CH2:12][CH3:13])=[N:27]2.